Task: Predict the reaction yield, written as a fraction of the theoretical maximum amount of product (1.0 means a 100% yield; for example, 0.34 means a 34% yield).. Dataset: Reaction yield outcomes from USPTO patents with 853,638 reactions (1) The reactants are [C:1]([NH:9][CH2:10][C@H:11]([OH:14])[CH2:12]Br)(=[O:8])[C:2]1[CH:7]=[CH:6][CH:5]=[CH:4][CH:3]=1.C(=O)([O-])[O-].[K+].[K+].C(O)(=O)C. The catalyst is CO. The product is [C:1]([NH:9][CH2:10][C@H:11]1[CH2:12][O:14]1)(=[O:8])[C:2]1[CH:7]=[CH:6][CH:5]=[CH:4][CH:3]=1. The yield is 0.836. (2) The reactants are C[C:2]1[NH:3][C:4]([NH2:7])=[N:5][N:6]=1.[C:8]([C:10]1[CH:15]=[CH:14][CH:13]=[CH:12][C:11]=1[C:16]1[CH:21]=[CH:20][C:19]([CH2:22][CH:23]([C:29](=O)[CH2:30][CH2:31][CH3:32])[C:24](OCC)=[O:25])=[C:18]([F:34])[CH:17]=1)#[N:9]. The catalyst is ClC1C=CC(Cl)=CC=1Cl. The product is [F:34][C:18]1[CH:17]=[C:16]([C:11]2[C:10]([C:8]#[N:9])=[CH:15][CH:14]=[CH:13][CH:12]=2)[CH:21]=[CH:20][C:19]=1[CH2:22][C:23]1[C:24](=[O:25])[NH:7][C:4]2[N:5]([N:6]=[CH:2][N:3]=2)[C:29]=1[CH2:30][CH2:31][CH3:32]. The yield is 0.430. (3) The product is [F:1][C:2]1[C:11]2[C:6](=[CH:7][CH:8]=[CH:9][CH:10]=2)[N:5]=[C:4]([C:12]2[CH:17]=[CH:16][C:15]([NH:18][CH3:19])=[CH:14][CH:13]=2)[CH:3]=1. The reactants are [F:1][C:2]1[C:11]2[C:6](=[CH:7][CH:8]=[CH:9][CH:10]=2)[N:5]=[C:4]([C:12]2[CH:17]=[CH:16][C:15]([N:18](C)[C:19](=O)OC(C)(C)C)=[CH:14][CH:13]=2)[CH:3]=1.C(O)(C(F)(F)F)=O. No catalyst specified. The yield is 0.550. (4) The reactants are [F:1][C:2]1[CH:3]=[C:4]([N:8]2[CH2:12][CH:11]([CH2:13][OH:14])[O:10][C:9]2=[O:15])[CH:5]=[CH:6][CH:7]=1.[CH3:16][S:17](Cl)(=[O:19])=[O:18]. The catalyst is C(Cl)Cl. The product is [F:1][C:2]1[CH:3]=[C:4]([N:8]2[CH2:12][CH:11]([CH2:13][O:14][S:17]([CH3:16])(=[O:19])=[O:18])[O:10][C:9]2=[O:15])[CH:5]=[CH:6][CH:7]=1. The yield is 0.887. (5) The reactants are C[O:2][C:3](=[O:20])[CH:4]([CH3:19])[CH2:5][NH:6][C:7]([O:9][CH2:10][C:11]1[CH:16]=[CH:15][C:14]([O:17][CH3:18])=[CH:13][CH:12]=1)=[O:8].[OH-].[Li+]. The catalyst is CO. The product is [CH3:18][O:17][C:14]1[CH:13]=[CH:12][C:11]([CH2:10][O:9][C:7]([NH:6][CH2:5][CH:4]([CH3:19])[C:3]([OH:20])=[O:2])=[O:8])=[CH:16][CH:15]=1. The yield is 0.970. (6) The reactants are [NH2:1][C:2]1[C:7]([C:8]2[C:9]([O:14]C)=[N:10][CH:11]=[CH:12][CH:13]=2)=[CH:6][C:5]([C:16]([CH3:19])([CH3:18])[CH3:17])=[CH:4][C:3]=1[CH2:20][CH2:21][C:22]1[CH:27]=[CH:26][C:25]([NH:28][S:29]([CH3:32])(=[O:31])=[O:30])=[CH:24][CH:23]=1.Br.C([O-])(O)=O.[Na+]. The catalyst is CC(O)=O. The product is [NH2:1][C:2]1[C:7]([C:8]2[C:9](=[O:14])[NH:10][CH:11]=[CH:12][CH:13]=2)=[CH:6][C:5]([C:16]([CH3:17])([CH3:18])[CH3:19])=[CH:4][C:3]=1[CH2:20][CH2:21][C:22]1[CH:27]=[CH:26][C:25]([NH:28][S:29]([CH3:32])(=[O:31])=[O:30])=[CH:24][CH:23]=1. The yield is 0.660. (7) The reactants are C([NH:5][S:6]([C:9]1[CH:14]=[CH:13][CH:12]=[C:11]([C:15]2[CH:20]=[C:19]([C:21]3[N:26]=[C:25]([C:27]4[CH:32]=[CH:31][C:30]([Cl:33])=[CH:29][CH:28]=4)[CH:24]=[C:23]([CH3:34])[N:22]=3)[CH:18]=[CH:17][N:16]=2)[CH:10]=1)(=[O:8])=[O:7])(C)(C)C.C(O)(C(F)(F)F)=O. The catalyst is ClCCl. The product is [Cl:33][C:30]1[CH:29]=[CH:28][C:27]([C:25]2[CH:24]=[C:23]([CH3:34])[N:22]=[C:21]([C:19]3[CH:18]=[CH:17][N:16]=[C:15]([C:11]4[CH:10]=[C:9]([S:6]([NH2:5])(=[O:7])=[O:8])[CH:14]=[CH:13][CH:12]=4)[CH:20]=3)[N:26]=2)=[CH:32][CH:31]=1. The yield is 0.460. (8) The reactants are Br[C:2]1[CH:3]=[C:4]2[C:9](=[CH:10][CH:11]=1)[N:8]=[CH:7][C:6]([C:12](=[O:14])[CH3:13])=[C:5]2[N:15]1[CH2:20][CH2:19][CH:18]([CH2:21][N:22]2[CH2:26][CH2:25][CH2:24][CH2:23]2)[CH2:17][CH2:16]1.[Cl:27][C:28]1[CH:33]=[C:32](B2OC(C)(C)C(C)(C)O2)[CH:31]=[C:30]([F:43])[C:29]=1[OH:44]. No catalyst specified. The product is [Cl:27][C:28]1[CH:33]=[C:32]([C:2]2[CH:3]=[C:4]3[C:9](=[CH:10][CH:11]=2)[N:8]=[CH:7][C:6]([C:12](=[O:14])[CH3:13])=[C:5]3[N:15]2[CH2:16][CH2:17][CH:18]([CH2:21][N:22]3[CH2:26][CH2:25][CH2:24][CH2:23]3)[CH2:19][CH2:20]2)[CH:31]=[C:30]([F:43])[C:29]=1[OH:44]. The yield is 0.560.